From a dataset of Reaction yield outcomes from USPTO patents with 853,638 reactions. Predict the reaction yield, written as a fraction of the theoretical maximum amount of product (1.0 means a 100% yield; for example, 0.34 means a 34% yield). (1) The reactants are [NH2:1][C:2]1[CH:3]=[C:4]([CH:10]=[CH:11][C:12]=1[F:13])[C:5]([O:7][CH2:8][CH3:9])=[O:6].N1C=CC=CC=1.[F:20][C:21]1[CH:26]=[CH:25][CH:24]=[C:23]([F:27])[C:22]=1[S:28](Cl)(=[O:30])=[O:29]. The catalyst is C(Cl)Cl. The product is [F:20][C:21]1[CH:26]=[CH:25][CH:24]=[C:23]([F:27])[C:22]=1[S:28]([NH:1][C:2]1[CH:3]=[C:4]([CH:10]=[CH:11][C:12]=1[F:13])[C:5]([O:7][CH2:8][CH3:9])=[O:6])(=[O:30])=[O:29]. The yield is 0.660. (2) The reactants are [OH-].[K+].[C:3]([O:7][C@@H:8]([C:15]1[C:16]([CH3:47])=[N:17][C:18]([CH3:46])=[C:19]([C:30]2[CH:35]=[CH:34][C:33]([O:36][CH2:37][CH2:38][C:39]3[CH:44]=[CH:43][C:42]([F:45])=[CH:41][CH:40]=3)=[CH:32][CH:31]=2)[C:20]=1[N:21]1[CH2:26][CH2:25][C:24]([O:28][CH3:29])([CH3:27])[CH2:23][CH2:22]1)[C:9]([O:11]C(C)C)=[O:10])([CH3:6])([CH3:5])[CH3:4].Cl. The catalyst is C(O)C. The product is [C:3]([O:7][C@@H:8]([C:15]1[C:16]([CH3:47])=[N:17][C:18]([CH3:46])=[C:19]([C:30]2[CH:31]=[CH:32][C:33]([O:36][CH2:37][CH2:38][C:39]3[CH:44]=[CH:43][C:42]([F:45])=[CH:41][CH:40]=3)=[CH:34][CH:35]=2)[C:20]=1[N:21]1[CH2:22][CH2:23][C:24]([O:28][CH3:29])([CH3:27])[CH2:25][CH2:26]1)[C:9]([OH:11])=[O:10])([CH3:6])([CH3:5])[CH3:4]. The yield is 0.210. (3) The reactants are [CH3:1][O:2][C:3]1[C:4](=[O:9])[NH:5][CH:6]=[CH:7][CH:8]=1.[H-].[Na+].I[CH2:13][CH2:14][CH2:15][CH3:16]. The catalyst is CN(C=O)C. The product is [CH2:13]([N:5]1[CH:6]=[CH:7][CH:8]=[C:3]([O:2][CH3:1])[C:4]1=[O:9])[CH2:14][CH2:15][CH3:16]. The yield is 0.930. (4) The catalyst is O. The reactants are Cl[CH2:2][C:3]([O:5][C:6]([CH3:9])([CH3:8])[CH3:7])=[O:4].[C:10](=[NH:23])([C:17]1[CH:22]=[CH:21][CH:20]=[CH:19][CH:18]=1)[C:11]1[CH:16]=[CH:15][CH:14]=[CH:13][CH:12]=1.C(=O)([O-])[O-].[K+].[K+]. The product is [C:6]([O:5][C:3](=[O:4])[CH2:2][N:23]=[C:10]([C:11]1[CH:16]=[CH:15][CH:14]=[CH:13][CH:12]=1)[C:17]1[CH:22]=[CH:21][CH:20]=[CH:19][CH:18]=1)([CH3:9])([CH3:8])[CH3:7]. The yield is 0.400. (5) The reactants are CO[CH2:3][C:4]1[N:39]=[C:7]2[N:8]([CH:35]([CH3:38])[CH2:36][CH3:37])[C:9](=[O:34])[C:10]([CH2:15][C:16]3[CH:21]=[CH:20][C:19]([C:22]4[CH:27]=[CH:26][CH:25]=[CH:24][C:23]=4[C:28]4[NH:32][C:31](=[O:33])[O:30][N:29]=4)=[CH:18][CH:17]=3)=[C:11]([CH2:12][CH2:13][CH3:14])[N:6]2[N:5]=1.B(Br)(Br)[Br:41].C(=O)([O-])O.[Na+].Cl. The catalyst is ClCCl. The product is [Br:41][CH2:3][C:4]1[N:39]=[C:7]2[N:8]([CH:35]([CH3:38])[CH2:36][CH3:37])[C:9](=[O:34])[C:10]([CH2:15][C:16]3[CH:21]=[CH:20][C:19]([C:22]4[CH:27]=[CH:26][CH:25]=[CH:24][C:23]=4[C:28]4[NH:32][C:31](=[O:33])[O:30][N:29]=4)=[CH:18][CH:17]=3)=[C:11]([CH2:12][CH2:13][CH3:14])[N:6]2[N:5]=1. The yield is 0.0200. (6) The catalyst is [Pd].C1COCC1.CO. The yield is 0.990. The reactants are [F:1][C:2]1[CH:7]=[CH:6][CH:5]=[CH:4][C:3]=1[C:8]1[CH:13]=[CH:12][C:11]([N+:14]([O-])=O)=[CH:10][N:9]=1. The product is [F:1][C:2]1[CH:7]=[CH:6][CH:5]=[CH:4][C:3]=1[C:8]1[N:9]=[CH:10][C:11]([NH2:14])=[CH:12][CH:13]=1. (7) The reactants are [Br:1][C:2]1[C:3](F)=[C:4]2[C:10]([NH:11][C:12](=[O:16])[CH2:13][O:14][CH3:15])=[CH:9][NH:8][C:5]2=[N:6][CH:7]=1.[NH:18]1[CH2:23][CH2:22][CH2:21][C@@H:20]([NH:24][C:25](=[O:31])[O:26][C:27]([CH3:30])([CH3:29])[CH3:28])[CH2:19]1. The product is [Br:1][C:2]1[C:3]([N:18]2[CH2:23][CH2:22][CH2:21][C@@H:20]([NH:24][C:25](=[O:31])[O:26][C:27]([CH3:29])([CH3:28])[CH3:30])[CH2:19]2)=[C:4]2[C:10]([NH:11][C:12](=[O:16])[CH2:13][O:14][CH3:15])=[CH:9][NH:8][C:5]2=[N:6][CH:7]=1. The yield is 0.320. The catalyst is CCCCO.